Dataset: Forward reaction prediction with 1.9M reactions from USPTO patents (1976-2016). Task: Predict the product of the given reaction. (1) Given the reactants C(=O)(O)[O-].[Na+].[O:6]1[CH2:11][CH2:10][N:9]([C:12]2[CH:19]=[CH:18][C:17]([N+:20]([O-:22])=[O:21])=[CH:16][C:13]=2[CH:14]=O)[CH2:8][CH2:7]1.[CH3:23][NH2:24].[BH4-].[Na+], predict the reaction product. The product is: [CH3:23][NH:24][CH2:14][C:13]1[CH:16]=[C:17]([N+:20]([O-:22])=[O:21])[CH:18]=[CH:19][C:12]=1[N:9]1[CH2:10][CH2:11][O:6][CH2:7][CH2:8]1. (2) Given the reactants [CH3:1][N:2]1[C:10]2[C:5](=[CH:6][CH:7]=[CH:8][CH:9]=2)[CH:4]=[CH:3]1.[C:11](Cl)(=O)[C:12](Cl)=[O:13].C(N(CC)CC)C.[Cl:24][CH2:25][CH2:26][CH2:27][O:28][C:29]1[CH:30]=[C:31]([CH2:35][C:36]([OH:38])=[O:37])[CH:32]=[CH:33][CH:34]=1, predict the reaction product. The product is: [CH3:1][N:2]1[C:10]2[C:5](=[CH:6][CH:7]=[CH:8][CH:9]=2)[C:4]([C:11]2[C:12](=[O:13])[O:37][C:36](=[O:38])[C:35]=2[C:31]2[CH:32]=[CH:33][CH:34]=[C:29]([O:28][CH2:27][CH2:26][CH2:25][Cl:24])[CH:30]=2)=[CH:3]1. (3) Given the reactants [C:1]1([CH:7]([C:13]2[CH:18]=[CH:17][CH:16]=[CH:15][CH:14]=2)[N:8]2[CH2:11][CH:10]([OH:12])[CH2:9]2)[CH:6]=[CH:5][CH:4]=[CH:3][CH:2]=1.[CH3:19][S:20](Cl)(=[O:22])=[O:21], predict the reaction product. The product is: [CH3:19][S:20]([O:12][CH:10]1[CH2:11][N:8]([CH:7]([C:1]2[CH:2]=[CH:3][CH:4]=[CH:5][CH:6]=2)[C:13]2[CH:14]=[CH:15][CH:16]=[CH:17][CH:18]=2)[CH2:9]1)(=[O:22])=[O:21]. (4) The product is: [NH2:13][C:5]1[C:6]([CH:8]2[CH2:12][CH2:11][CH2:10][O:9]2)=[CH:7][C:2]([C:31]2[CH:32]=[N:33][C:34]([C:37]([OH:40])([CH3:39])[CH3:38])=[N:35][CH:36]=2)=[CH:3][C:4]=1[N+:20]([O-:22])=[O:21]. Given the reactants Br[C:2]1[CH:7]=[C:6]([CH:8]2[CH2:12][CH2:11][CH2:10][O:9]2)[C:5]([NH:13]C(=O)C(F)(F)F)=[C:4]([N+:20]([O-:22])=[O:21])[CH:3]=1.CC1(C)C(C)(C)OB([C:31]2[CH:32]=[N:33][C:34]([C:37]([OH:40])([CH3:39])[CH3:38])=[N:35][CH:36]=2)O1.C(=O)([O-])[O-].[Na+].[Na+].O1CCOCC1, predict the reaction product. (5) Given the reactants C(O[CH:4]=[C:5]([C:8]#[N:9])[C:6]#[N:7])C.[CH:10](=[N:17][NH:18][CH2:19][CH3:20])[C:11]1[CH:16]=[CH:15][CH:14]=[CH:13][CH:12]=1, predict the reaction product. The product is: [CH:10](=[N:17][N:18]([CH:4]=[C:5]([C:8]#[N:9])[C:6]#[N:7])[CH2:19][CH3:20])[C:11]1[CH:16]=[CH:15][CH:14]=[CH:13][CH:12]=1. (6) Given the reactants [S-:1][C:2]#[N:3].[K+].[NH2:5][C:6]1[CH:7]=[CH:8][C:9]([O:12][C:13]2[CH:14]=[CH:15][C:16]([CH3:33])=[C:17]([NH:19][C:20](=[O:32])[C:21]3[CH:26]=[CH:25][CH:24]=[C:23]([C:27]4([C:30]#[N:31])[CH2:29][CH2:28]4)[CH:22]=3)[CH:18]=2)=[N:10][CH:11]=1.BrBr, predict the reaction product. The product is: [NH2:3][C:2]1[S:1][C:11]2[C:6]([N:5]=1)=[CH:7][CH:8]=[C:9]([O:12][C:13]1[CH:14]=[CH:15][C:16]([CH3:33])=[C:17]([NH:19][C:20](=[O:32])[C:21]3[CH:26]=[CH:25][CH:24]=[C:23]([C:27]4([C:30]#[N:31])[CH2:28][CH2:29]4)[CH:22]=3)[CH:18]=1)[N:10]=2. (7) Given the reactants COC1C=CC(C[N:8]([C@@H:12]([C@H:27]([O:35][Si:36]([C:39]([CH3:42])([CH3:41])[CH3:40])([CH3:38])[CH3:37])[C:28]2[CH:29]=[N:30][C:31]([Cl:34])=[CH:32][CH:33]=2)[CH2:13][CH2:14][C:15](=O)[CH2:16][C:17]2[CH:22]=[CH:21][C:20]([N+:23]([O-:25])=[O:24])=[CH:19][CH:18]=2)C(=O)[O-])=CC=1.FC(F)(F)C(O)=O, predict the reaction product. The product is: [Si:36]([O:35][C@@H:27]([C@H:12]1[CH2:13][CH2:14][C:15]([CH2:16][C:17]2[CH:22]=[CH:21][C:20]([N+:23]([O-:25])=[O:24])=[CH:19][CH:18]=2)=[N:8]1)[C:28]1[CH:33]=[CH:32][C:31]([Cl:34])=[N:30][CH:29]=1)([C:39]([CH3:42])([CH3:41])[CH3:40])([CH3:37])[CH3:38]. (8) Given the reactants [OH:1][C:2]1[CH:7]=[C:6]([CH3:8])[NH:5][C:4](=[O:9])[C:3]=1[C:10](=[O:27])[CH:11]=[CH:12][C:13]1[CH:18]=[CH:17][CH:16]=[C:15]([C:19]([NH:21][CH2:22][C:23](OC)=[O:24])=[O:20])[CH:14]=1.[Cl-].[NH4+:29].N, predict the reaction product. The product is: [OH:1][C:2]1[CH:7]=[C:6]([CH3:8])[NH:5][C:4](=[O:9])[C:3]=1[C:10](=[O:27])[CH:11]=[CH:12][C:13]1[CH:18]=[CH:17][CH:16]=[C:15]([C:19]([NH:21][CH2:22][C:23]([NH2:29])=[O:24])=[O:20])[CH:14]=1. (9) Given the reactants [CH2:1]([OH:21])[CH2:2][CH:3]([CH2:5][CH2:6][CH2:7][CH:8]([CH2:10][CH2:11][CH2:12][CH:13]([CH2:15][CH2:16][CH2:17][CH:18]([CH3:20])[CH3:19])[CH3:14])[CH3:9])[CH3:4].C(N(CC)CC)C.[S:29](Cl)([CH3:32])(=[O:31])=[O:30], predict the reaction product. The product is: [S:29]([O:21][CH2:1][CH2:2][CH:3]([CH2:5][CH2:6][CH2:7][CH:8]([CH2:10][CH2:11][CH2:12][CH:13]([CH2:15][CH2:16][CH2:17][CH:18]([CH3:20])[CH3:19])[CH3:14])[CH3:9])[CH3:4])(=[O:31])(=[O:30])[CH3:32]. (10) The product is: [CH3:12][S:11][C:8]1[S:9][C:10]2[C:2]([B:13]3[O:17][C:16]([CH3:19])([CH3:18])[C:15]([CH3:21])([CH3:20])[O:14]3)=[CH:3][CH:4]=[CH:5][C:6]=2[N:7]=1. Given the reactants Br[C:2]1[C:10]2[S:9][C:8]([S:11][CH3:12])=[N:7][C:6]=2[CH:5]=[CH:4][CH:3]=1.[B:13]1([B:13]2[O:17][C:16]([CH3:19])([CH3:18])[C:15]([CH3:21])([CH3:20])[O:14]2)[O:17][C:16]([CH3:19])([CH3:18])[C:15]([CH3:21])([CH3:20])[O:14]1.C([O-])(=O)C.[K+].CCOC(C)=O, predict the reaction product.